From a dataset of Catalyst prediction with 721,799 reactions and 888 catalyst types from USPTO. Predict which catalyst facilitates the given reaction. (1) Reactant: [NH2:1][C:2]1[N:11]=[C:10]([C:12]2[CH:17]=[CH:16][CH:15]=[C:14]([Cl:18])[CH:13]=2)[C:9]2[C:4](=[CH:5][CH:6]=[C:7]([C:19]([C:27]3[CH:32]=[CH:31][C:30]([Cl:33])=[CH:29][CH:28]=3)([C:21]3[N:25]([CH3:26])[CH:24]=[N:23][CH:22]=3)[OH:20])[CH:8]=2)[N:3]=1.[CH:34]1([C:40](O)=[O:41])[CH2:39][CH2:38][CH2:37][CH2:36][CH2:35]1.ON1C2C=CC=CC=2N=N1.C(N(CC)CC)C. Product: [Cl:18][C:14]1[CH:13]=[C:12]([C:10]2[C:9]3[C:4](=[CH:5][CH:6]=[C:7]([C:19]([C:27]4[CH:28]=[CH:29][C:30]([Cl:33])=[CH:31][CH:32]=4)([OH:20])[C:21]4[N:25]([CH3:26])[CH:24]=[N:23][CH:22]=4)[CH:8]=3)[N:3]=[C:2]([NH:1][C:40]([CH:34]3[CH2:39][CH2:38][CH2:37][CH2:36][CH2:35]3)=[O:41])[N:11]=2)[CH:17]=[CH:16][CH:15]=1. The catalyst class is: 20. (2) Reactant: [Cl:1][C:2]1[CH:3]=[CH:4][C:5]([N+:10]([O-:12])=[O:11])=[C:6]([NH:8][NH2:9])[CH:7]=1.Cl.[C:14](=[NH:19])(OCC)[CH3:15]. Product: [NH2:19]/[C:14](/[CH3:15])=[N:9]\[NH:8][C:6]1[CH:7]=[C:2]([Cl:1])[CH:3]=[CH:4][C:5]=1[N+:10]([O-:12])=[O:11]. The catalyst class is: 17. (3) Reactant: [CH2:1]([O:3][CH2:4][C:5](Cl)=[O:6])[CH3:2].[NH2:8][C:9]1[CH:10]=[N:11][C:12]2[C:17]([C:18]=1[Cl:19])=[CH:16][CH:15]=[CH:14][CH:13]=2. Product: [Cl:19][C:18]1[C:17]2[C:12](=[CH:13][CH:14]=[CH:15][CH:16]=2)[N:11]=[CH:10][C:9]=1[NH:8][C:5](=[O:6])[CH2:4][O:3][CH2:1][CH3:2]. The catalyst class is: 4. (4) Reactant: [CH3:1][CH:2]([CH3:18])[CH2:3][C:4]1[NH:5][N:6]=[C:7]2[C:16]=1[C:15]1[CH:14]=[CH:13][CH:12]=[CH:11][C:10]=1[N:9]=[C:8]2[NH2:17].C(=O)([O-])[O-].[K+].[K+].[Cl:25][CH2:26][CH2:27][CH2:28]I.CN(C=O)C. Product: [Cl:25][CH2:26][CH2:27][CH2:28][N:5]1[C:4]([CH2:3][CH:2]([CH3:18])[CH3:1])=[C:16]2[C:7]([C:8]([NH2:17])=[N:9][C:10]3[CH:11]=[CH:12][CH:13]=[CH:14][C:15]=32)=[N:6]1. The catalyst class is: 6. (5) Reactant: [Cl:1][C:2]1[CH:10]=[C:9]2[C:5]([CH:6]=[C:7]([C:11]3[CH:16]=[CH:15][C:14]([F:17])=[CH:13][CH:12]=3)[NH:8]2)=[CH:4][CH:3]=1.[CH3:18][O:19][C:20]1[CH:25]=[CH:24][CH:23]=[CH:22][C:21]=1[N:26]1[CH2:31][CH2:30][N:29]([C:32](=[O:35])[CH:33]=[CH2:34])[CH2:28][CH2:27]1.C(=O)([O-])[O-].[K+].[K+].[Cl-].[NH4+]. Product: [Cl:1][C:2]1[CH:10]=[C:9]2[C:5]([CH:6]=[C:7]([C:11]3[CH:16]=[CH:15][C:14]([F:17])=[CH:13][CH:12]=3)[N:8]2[CH2:34][CH2:33][C:32]([N:29]2[CH2:30][CH2:31][N:26]([C:21]3[CH:22]=[CH:23][CH:24]=[CH:25][C:20]=3[O:19][CH3:18])[CH2:27][CH2:28]2)=[O:35])=[CH:4][CH:3]=1. The catalyst class is: 35. (6) Reactant: [Mg].Br[CH2:3][CH2:4][CH2:5][C:6]1[CH:11]=[CH:10][CH:9]=[CH:8][CH:7]=1.[Br-].[CH3:13][C:14]([CH3:16])=[O:15].Cl. Product: [OH:15][C:14]([CH3:16])([CH2:3][CH2:4][CH2:5][C:6]1[CH:11]=[CH:10][CH:9]=[CH:8][CH:7]=1)[CH3:13]. The catalyst class is: 28. (7) Reactant: C(OC([NH:8][C:9]1[C:10]([C:29]([O:31][CH3:32])=[O:30])=[CH:11][C:12]([Cl:28])=[C:13]([N:15]2[CH2:20][CH2:19][N:18](C(OC(C)(C)C)=O)[CH2:17][CH2:16]2)[CH:14]=1)=O)(C)(C)C.C(O)(C(F)(F)F)=O. Product: [NH2:8][C:9]1[CH:14]=[C:13]([N:15]2[CH2:20][CH2:19][NH:18][CH2:17][CH2:16]2)[C:12]([Cl:28])=[CH:11][C:10]=1[C:29]([O:31][CH3:32])=[O:30]. The catalyst class is: 2. (8) Reactant: C(OC([N:8]1[CH2:32][CH2:31][C:12]2=[N:13][C:14]3[CH:15]=[C:16]([C:22]#[C:23][C:24]4[CH:29]=[CH:28][CH:27]=[C:26]([F:30])[CH:25]=4)[CH:17]=[CH:18][C:19]=3[C:20](=[O:21])[N:11]2[CH2:10][CH2:9]1)=O)(C)(C)C.FC(F)(F)C(O)=O. Product: [F:30][C:26]1[CH:25]=[C:24]([C:23]#[C:22][C:16]2[CH:17]=[CH:18][C:19]3[C:20](=[O:21])[N:11]4[CH2:10][CH2:9][NH:8][CH2:32][CH2:31][C:12]4=[N:13][C:14]=3[CH:15]=2)[CH:29]=[CH:28][CH:27]=1. The catalyst class is: 2.